This data is from Full USPTO retrosynthesis dataset with 1.9M reactions from patents (1976-2016). The task is: Predict the reactants needed to synthesize the given product. Given the product [F:1][C:2]1[CH:7]=[C:6]([I:8])[CH:5]=[CH:4][C:3]=1[NH:9][C:10]1[CH:18]=[N:17][CH:16]=[CH:15][C:11]=1[C:12]([NH:22][CH2:21][C@H:20]([OH:19])[CH3:23])=[O:14], predict the reactants needed to synthesize it. The reactants are: [F:1][C:2]1[CH:7]=[C:6]([I:8])[CH:5]=[CH:4][C:3]=1[NH:9][C:10]1[CH:18]=[N:17][CH:16]=[CH:15][C:11]=1[C:12]([OH:14])=O.[OH:19][C@H:20]([CH3:23])[CH2:21][NH2:22].